From a dataset of Catalyst prediction with 721,799 reactions and 888 catalyst types from USPTO. Predict which catalyst facilitates the given reaction. (1) Reactant: [C:1]([O:7][CH2:8]Cl)(=[O:6])[C:2]([CH3:5])([CH3:4])[CH3:3].[I-:10].[Na+]. Product: [C:1]([O:7][CH2:8][I:10])(=[O:6])[C:2]([CH3:5])([CH3:4])[CH3:3]. The catalyst class is: 10. (2) Reactant: [NH2:1][C:2]1[C:7]([Cl:8])=[CH:6][C:5]([C:9]([N:11]2[CH2:16][CH2:15][O:14][CH2:13][CH2:12]2)=[O:10])=[C:4]([CH3:17])[CH:3]=1.Cl[C:19]1[N:24]=[C:23]([NH:25][CH3:26])[C:22]([C:27]([F:30])([F:29])[F:28])=[CH:21][N:20]=1.C1(C)C=CC(S(O)(=O)=O)=CC=1.C(=O)(O)[O-].[Na+]. Product: [Cl:8][C:7]1[C:2]([NH:1][C:19]2[N:24]=[C:23]([NH:25][CH3:26])[C:22]([C:27]([F:30])([F:28])[F:29])=[CH:21][N:20]=2)=[CH:3][C:4]([CH3:17])=[C:5]([C:9]([N:11]2[CH2:16][CH2:15][O:14][CH2:13][CH2:12]2)=[O:10])[CH:6]=1. The catalyst class is: 258. (3) Reactant: [CH3:1][O:2][C:3]1[C:8]2[N:9]=[C:10]([NH:12][C:13]([N:15]3[CH2:20][CH2:19][CH:18]([CH2:21][OH:22])[CH2:17][CH2:16]3)=[O:14])[S:11][C:7]=2[C:6]([N:23]2[CH2:28][CH2:27][O:26][CH2:25][CH2:24]2)=[CH:5][CH:4]=1.C(N(C(C)C)C(C)C)C.[CH3:38][S:39](Cl)(=[O:41])=[O:40]. Product: [CH3:1][O:2][C:3]1[C:8]2[N:9]=[C:10]([NH:12][C:13]([N:15]3[CH2:20][CH2:19][CH:18]([CH2:21][O:22][S:39]([CH3:38])(=[O:41])=[O:40])[CH2:17][CH2:16]3)=[O:14])[S:11][C:7]=2[C:6]([N:23]2[CH2:28][CH2:27][O:26][CH2:25][CH2:24]2)=[CH:5][CH:4]=1. The catalyst class is: 2. (4) Reactant: [ClH:1].[CH2:2]([N:4]([CH2:56][CH3:57])[CH2:5][CH2:6][NH:7][C:8]([C:10]1[CH:15]=[CH:14][C:13]([C:16]2[CH:21]=[CH:20][CH:19]=[C:18]([CH2:22][C@H:23]([NH:38][C:39]([C@H:41]3[CH2:46][CH2:45][C@H:44]([CH2:47][NH:48]C(=O)OC(C)(C)C)[CH2:43][CH2:42]3)=[O:40])[C:24](=[O:37])[NH:25][C:26]3[CH:31]=[CH:30][C:29]([C:32]4[NH:36][N:35]=[N:34][N:33]=4)=[CH:28][CH:27]=3)[CH:17]=2)=[CH:12][CH:11]=1)=[O:9])[CH3:3].C(#N)C. Product: [ClH:1].[NH2:48][CH2:47][C@H:44]1[CH2:45][CH2:46][C@H:41]([C:39]([NH:38][C@H:23]([C:24](=[O:37])[NH:25][C:26]2[CH:31]=[CH:30][C:29]([C:32]3[NH:36][N:35]=[N:34][N:33]=3)=[CH:28][CH:27]=2)[CH2:22][C:18]2[CH:17]=[C:16]([C:13]3[CH:14]=[CH:15][C:10]([C:8]([NH:7][CH2:6][CH2:5][N:4]([CH2:56][CH3:57])[CH2:2][CH3:3])=[O:9])=[CH:11][CH:12]=3)[CH:21]=[CH:20][CH:19]=2)=[O:40])[CH2:42][CH2:43]1. The catalyst class is: 12. (5) Reactant: [NH2:1][C:2]1[N:7]=[CH:6][C:5]([C:8]2[C:9](Br)=[CH:10][C:11]3[C:12]4[C:20]([NH:21][C@H:22]([CH:27]5[CH2:29][CH2:28]5)[C:23]([F:26])([F:25])[F:24])=[N:19][CH:18]=[C:17]([C:30]([NH2:32])=[O:31])[C:13]=4[NH:14][C:15]=3[CH:16]=2)=[CH:4][N:3]=1.[CH3:34]B1OB(C)OB(C)O1.C(=O)([O-])[O-].[Na+].[Na+]. Product: [NH2:1][C:2]1[N:7]=[CH:6][C:5]([C:8]2[C:9]([CH3:34])=[CH:10][C:11]3[C:12]4[C:20]([NH:21][C@H:22]([CH:27]5[CH2:29][CH2:28]5)[C:23]([F:26])([F:25])[F:24])=[N:19][CH:18]=[C:17]([C:30]([NH2:32])=[O:31])[C:13]=4[NH:14][C:15]=3[CH:16]=2)=[CH:4][N:3]=1. The catalyst class is: 77. (6) Reactant: [NH:1]1[CH:5]=[CH:4][N:3]=[C:2]1[C:6]1[CH:7]=[CH:8][C:9]([CH3:29])=[C:10]([NH:12][C:13](=[O:28])[C:14]2[CH:19]=[CH:18][C:17]([O:20]CC3C=CC=CC=3)=[CH:16][CH:15]=2)[CH:11]=1. Product: [NH:1]1[CH:5]=[CH:4][N:3]=[C:2]1[C:6]1[CH:7]=[CH:8][C:9]([CH3:29])=[C:10]([NH:12][C:13](=[O:28])[C:14]2[CH:19]=[CH:18][C:17]([OH:20])=[CH:16][CH:15]=2)[CH:11]=1. The catalyst class is: 5. (7) The catalyst class is: 7. Reactant: Cl.[NH2:2][C@@H:3]1[C:9](=[O:10])[NH:8][C:7]2[CH:11]=[CH:12][CH:13]=[CH:14][C:6]=2[O:5][CH2:4]1.[Cl:15][C:16]1[CH:17]=[C:18]2[C:22](=[CH:23][CH:24]=1)[NH:21][C:20]([C:25](O)=[O:26])=[CH:19]2.ON1C2N=CC=CC=2N=N1.Cl.CN(C)CCCN=C=NCC.C(N(C(C)C)CC)(C)C. Product: [Cl:15][C:16]1[CH:17]=[C:18]2[C:22](=[CH:23][CH:24]=1)[NH:21][C:20]([C:25]([NH:2][C@@H:3]1[C:9](=[O:10])[NH:8][C:7]3[CH:11]=[CH:12][CH:13]=[CH:14][C:6]=3[O:5][CH2:4]1)=[O:26])=[CH:19]2.